From a dataset of Cav3 T-type calcium channel HTS with 100,875 compounds. Binary Classification. Given a drug SMILES string, predict its activity (active/inactive) in a high-throughput screening assay against a specified biological target. (1) The drug is O1c2cc(CN3CCN(CC3)Cc3ccccc3)ccc2OCC1. The result is 0 (inactive). (2) The molecule is s1c(CNC(=O)c2c(n(CCCCC)c3nc4c(nc23)cccc4)N)ccc1. The result is 0 (inactive). (3) The drug is O(c1c(c2nn3c(c(CCC(=O)NCc4occc4)c(nc3c2)C)C)ccc(OC)c1)C. The result is 0 (inactive).